The task is: Predict the reaction yield, written as a fraction of the theoretical maximum amount of product (1.0 means a 100% yield; for example, 0.34 means a 34% yield).. This data is from Reaction yield outcomes from USPTO patents with 853,638 reactions. (1) The reactants are [OH-].[Li+].C[O:4][C:5](=[O:23])[C@H:6]([CH2:19][CH:20]([CH3:22])[CH3:21])[NH:7][C:8]([C:10]1[S:14][C:13]2[CH:15]=[CH:16][CH:17]=[CH:18][C:12]=2[CH:11]=1)=[O:9].O.[CH]Cl. The catalyst is C1COCC1.O. The product is [S:14]1[C:10]([C:8]([NH:7][C@H:6]([C:5]([OH:23])=[O:4])[CH2:19][CH:20]([CH3:22])[CH3:21])=[O:9])=[CH:11][C:12]2[CH:18]=[CH:17][CH:16]=[CH:15][C:13]1=2. The yield is 0.710. (2) The reactants are C(NC(C)C)(C)C.C([Li])CCC.CCCCCC.[C:19]([CH:21]1[CH2:26][CH2:25][N:24]([C:27]([O:29][C:30]([CH3:33])([CH3:32])[CH3:31])=[O:28])[CH2:23][CH2:22]1)#[N:20].[F:34][C:35]1[CH:42]=[CH:41][C:38]([CH2:39]Br)=[CH:37][CH:36]=1. The catalyst is C1COCC1. The product is [C:30]([O:29][C:27]([N:24]1[CH2:25][CH2:26][C:21]([C:19]#[N:20])([CH2:39][C:38]2[CH:41]=[CH:42][C:35]([F:34])=[CH:36][CH:37]=2)[CH2:22][CH2:23]1)=[O:28])([CH3:33])([CH3:32])[CH3:31]. The yield is 0.500. (3) The reactants are [F:1][C:2]1[CH:25]=[C:24]([N+:26]([O-:28])=[O:27])[CH:23]=[CH:22][C:3]=1[O:4][C:5]1[CH:10]=[CH:9][N:8]=[C:7]2[CH:11]=[C:12]([C:14]3[CH:15]=[N:16][C:17]([O:20]C)=[CH:18][CH:19]=3)[S:13][C:6]=12.Cl[Si](C)(C)C.[I-].[Na+]. The catalyst is C(#N)C. The product is [F:1][C:2]1[CH:25]=[C:24]([N+:26]([O-:28])=[O:27])[CH:23]=[CH:22][C:3]=1[O:4][C:5]1[CH:10]=[CH:9][N:8]=[C:7]2[CH:11]=[C:12]([C:14]3[CH:19]=[CH:18][C:17](=[O:20])[NH:16][CH:15]=3)[S:13][C:6]=12. The yield is 0.980. (4) The reactants are [Cl:1][C:2]1[CH:7]=[C:6]([CH:8]([F:10])[F:9])[CH:5]=[CH:4][N:3]=1.[Cl:11]N1C(=O)N(Cl)C(=O)N(Cl)C1=O.C1(C(OOC(=O)C2C=CC=CC=2)=O)C=CC=CC=1. The catalyst is C(Cl)(Cl)(Cl)Cl. The product is [Cl:1][C:2]1[CH:7]=[C:6]([C:8]([Cl:11])([F:10])[F:9])[CH:5]=[CH:4][N:3]=1. The yield is 0.610. (5) The reactants are Br[C:2]1[C:3](=[O:10])[N:4]([CH3:9])[CH:5]=[C:6]([Br:8])[N:7]=1.[O:11]1[CH2:16][CH2:15][N:14]([C:17]2[CH:22]=[CH:21][C:20]([NH2:23])=[CH:19][CH:18]=2)[CH2:13][CH2:12]1. The catalyst is C(O)(C)C. The product is [Br:8][C:6]1[N:7]=[C:2]([NH:23][C:20]2[CH:19]=[CH:18][C:17]([N:14]3[CH2:15][CH2:16][O:11][CH2:12][CH2:13]3)=[CH:22][CH:21]=2)[C:3](=[O:10])[N:4]([CH3:9])[CH:5]=1. The yield is 0.850. (6) The reactants are Br[C:2]1[CH:7]=[CH:6][C:5]([N+:8]([O-:10])=[O:9])=[CH:4][C:3]=1[O:11][CH3:12].[B:13]1([B:13]2[O:17][C:16]([CH3:19])([CH3:18])[C:15]([CH3:21])([CH3:20])[O:14]2)[O:17][C:16]([CH3:19])([CH3:18])[C:15]([CH3:21])([CH3:20])[O:14]1.C([O-])(=O)C.[K+]. The product is [CH3:12][O:11][C:3]1[CH:4]=[C:5]([N+:8]([O-:10])=[O:9])[CH:6]=[CH:7][C:2]=1[B:13]1[O:17][C:16]([CH3:19])([CH3:18])[C:15]([CH3:21])([CH3:20])[O:14]1. The catalyst is CS(C)=O.C1C=CC(P(C2C=CC=CC=2)[C-]2C=CC=C2)=CC=1.C1C=CC(P(C2C=CC=CC=2)[C-]2C=CC=C2)=CC=1.Cl[Pd]Cl.[Fe+2]. The yield is 0.640.